This data is from Full USPTO retrosynthesis dataset with 1.9M reactions from patents (1976-2016). The task is: Predict the reactants needed to synthesize the given product. Given the product [CH3:1][O:2][C:3]1[CH:4]=[CH:5][C:6]([C:10]2[CH2:19][CH2:18][C:17]3[C:12](=[CH:13][CH:14]=[C:15]([O:20][CH3:21])[CH:16]=3)[CH:11]=2)=[C:7]([NH:9][C:23]2[CH:24]=[CH:25][C:26]([O:27][CH2:28][CH2:29][N:30]3[CH2:31][CH2:32][CH2:33][CH2:34][CH2:35]3)=[CH:36][CH:37]=2)[CH:8]=1, predict the reactants needed to synthesize it. The reactants are: [CH3:1][O:2][C:3]1[CH:4]=[CH:5][C:6]([C:10]2[CH2:19][CH2:18][C:17]3[C:12](=[CH:13][CH:14]=[C:15]([O:20][CH3:21])[CH:16]=3)[CH:11]=2)=[C:7]([NH2:9])[CH:8]=1.Br[C:23]1[CH:37]=[CH:36][C:26]([O:27][CH2:28][CH2:29][N:30]2[CH2:35][CH2:34][CH2:33][CH2:32][CH2:31]2)=[CH:25][CH:24]=1.